Dataset: Peptide-MHC class II binding affinity with 134,281 pairs from IEDB. Task: Regression. Given a peptide amino acid sequence and an MHC pseudo amino acid sequence, predict their binding affinity value. This is MHC class II binding data. The peptide sequence is QQQPFPPQQPYPQPQ. The binding affinity (normalized) is 0. The MHC is HLA-DQA10501-DQB10201 with pseudo-sequence HLA-DQA10501-DQB10201.